From a dataset of Full USPTO retrosynthesis dataset with 1.9M reactions from patents (1976-2016). Predict the reactants needed to synthesize the given product. (1) Given the product [C:1]([NH:5][C:6]1[C:7]([F:26])=[C:8]([C:19]2[CH:24]=[CH:23][C:22]([Cl:25])=[CH:21][CH:20]=2)[N:9]=[C:10]([CH:12]=[O:13])[CH:11]=1)([CH3:4])([CH3:2])[CH3:3].[C:1]([NH2:5])([CH3:4])([CH3:3])[CH3:2], predict the reactants needed to synthesize it. The reactants are: [C:1]([NH:5][C:6]1[CH:11]=[C:10]([CH:12](OCC)[O:13]CC)[N:9]=[C:8]([C:19]2[CH:24]=[CH:23][C:22]([Cl:25])=[CH:21][CH:20]=2)[C:7]=1[F:26])([CH3:4])([CH3:3])[CH3:2].OS(O)(=O)=O. (2) Given the product [Br:1][C:2]1[N:7]=[C:6]([C@:8]([NH:17][S@@:18]([C:20]([CH3:23])([CH3:22])[CH3:21])=[O:19])([CH3:16])[C@@H:9]([F:15])[C:10]([O:12][CH2:13][CH3:14])=[O:11])[C:5]([F:24])=[CH:4][CH:3]=1, predict the reactants needed to synthesize it. The reactants are: [Br:1][C:2]1[N:7]=[C:6]([C@:8]([NH:17][S@@:18]([C:20]([CH3:23])([CH3:22])[CH3:21])=[O:19])([CH3:16])[C@@H:9]([F:15])[C:10]([O:12][CH2:13][CH3:14])=[O:11])[C:5]([F:24])=[C:4]([Si](CC)(CC)CC)[CH:3]=1.[F-].[K+].C(O)(=O)C.C([O-])(O)=O.[Na+]. (3) Given the product [C:24]([C:22]1[CH:23]=[C:18]([P:17](=[O:34])([C:7]2[CH:8]=[C:9]([C:13]([CH3:16])([CH3:15])[CH3:14])[C:10]([O:11][CH3:12])=[C:5]([C:1]([CH3:2])([CH3:3])[CH3:4])[CH:6]=2)[C:76]2[CH:81]=[CH:80][CH:79]=[CH:78][C:77]=2[Br:82])[CH:19]=[C:20]([C:30]([CH3:33])([CH3:32])[CH3:31])[C:21]=1[O:28][CH3:29])([CH3:27])([CH3:26])[CH3:25], predict the reactants needed to synthesize it. The reactants are: [C:1]([C:5]1[CH:6]=[C:7]([PH:17](=[O:34])[C:18]2[CH:23]=[C:22]([C:24]([CH3:27])([CH3:26])[CH3:25])[C:21]([O:28][CH3:29])=[C:20]([C:30]([CH3:33])([CH3:32])[CH3:31])[CH:19]=2)[CH:8]=[C:9]([C:13]([CH3:16])([CH3:15])[CH3:14])[C:10]=1[O:11][CH3:12])([CH3:4])([CH3:3])[CH3:2].C(=CC(C=CC1C=CC=CC=1)=O)C1C=CC=CC=1.C1(PCCCPC2C=CC=CC=2)C=CC=CC=1.FC(F)(F)S(O[C:76]1[CH:81]=[CH:80][CH:79]=[CH:78][C:77]=1[Br:82])(=O)=O.C(N(CC)C(C)C)(C)C.Cl. (4) Given the product [CH2:14]([N:21]1[CH2:26][CH2:25][CH:24]([OH:27])[CH2:23][CH:22]1[C:7]1[CH:12]=[CH:11][C:10]([Br:13])=[CH:9][CH:8]=1)[C:15]1[CH:16]=[CH:17][CH:18]=[CH:19][CH:20]=1, predict the reactants needed to synthesize it. The reactants are: [Li]CCCC.Br[C:7]1[CH:12]=[CH:11][C:10]([Br:13])=[CH:9][CH:8]=1.[CH2:14]([N:21]1[CH2:26][CH2:25][C:24](=[O:27])[CH2:23][CH2:22]1)[C:15]1[CH:20]=[CH:19][CH:18]=[CH:17][CH:16]=1.[Cl-].[NH4+]. (5) Given the product [NH2:14][CH2:13][CH2:12][CH2:11][C:7]1[CH:6]=[C:5]([C:2]([OH:1])([CH3:3])[CH3:4])[CH:10]=[CH:9][CH:8]=1, predict the reactants needed to synthesize it. The reactants are: [OH:1][C:2]([C:5]1[CH:6]=[C:7]([CH2:11][CH2:12][CH2:13][N:14]2C(=O)C3C(=CC=CC=3)C2=O)[CH:8]=[CH:9][CH:10]=1)([CH3:4])[CH3:3].FC(F)(F)C(C1C=CC(CCCN2C(=O)C3C(=CC=CC=3)C2=O)=CC=1)O. (6) The reactants are: Cl[C:2]1[N:7]=[C:6]([C:8]([N:10]2[CH2:15][CH2:14][CH:13]([C:16]3[CH:21]=[CH:20][CH:19]=[CH:18][C:17]=3[F:22])[CH2:12][CH2:11]2)=[O:9])[CH:5]=[CH:4][CH:3]=1.[C:23]([N:30]1[CH2:35][CH2:34][NH:33][CH2:32][CH2:31]1)([O:25][C:26]([CH3:29])([CH3:28])[CH3:27])=[O:24].CC(C)([O-])C.[Na+].C1(P(C2CCCCC2)C2C=CC=CC=2C2C=CC=CC=2)CCCCC1. Given the product [NH3:7].[C:26]([O:25][C:23]([N:30]1[CH2:35][CH2:34][N:33]([C:2]2[CH:3]=[CH:4][CH:5]=[C:6]([C:8]([N:10]3[CH2:15][CH2:14][CH:13]([C:16]4[CH:21]=[CH:20][CH:19]=[CH:18][C:17]=4[F:22])[CH2:12][CH2:11]3)=[O:9])[N:7]=2)[CH2:32][CH2:31]1)=[O:24])([CH3:29])([CH3:27])[CH3:28], predict the reactants needed to synthesize it.